This data is from Full USPTO retrosynthesis dataset with 1.9M reactions from patents (1976-2016). The task is: Predict the reactants needed to synthesize the given product. Given the product [Cl:24][C:25]1[CH:26]=[C:27]([NH:28][C:15]([C:4]2[C:5]3[CH2:6][CH2:7][C:8]4[CH:14]=[CH:13][CH:12]=[CH:11][C:9]=4[C:10]=3[N:2]([CH3:1])[N:3]=2)=[O:17])[CH:29]=[CH:30][CH:31]=1, predict the reactants needed to synthesize it. The reactants are: [CH3:1][N:2]1[C:10]2[C:9]3[CH:11]=[CH:12][CH:13]=[CH:14][C:8]=3[CH2:7][CH2:6][C:5]=2[C:4]([C:15]([OH:17])=O)=[N:3]1.C(Cl)(=O)C(Cl)=O.[Cl:24][C:25]1[CH:26]=[C:27]([CH:29]=[CH:30][CH:31]=1)[NH2:28].C(N(CC)CC)C.